From a dataset of Forward reaction prediction with 1.9M reactions from USPTO patents (1976-2016). Predict the product of the given reaction. Given the reactants [CH3:1][O:2][C:3]([C@H:5]1[CH2:10][CH2:9][C@H:8]([C:11]2[O:12][CH:13]=[C:14]([CH3:16])[N:15]=2)[CH2:7][CH2:6]1)=[O:4].[Cl:17]N1C(=O)CCC1=O, predict the reaction product. The product is: [CH3:1][O:2][C:3]([C@H:5]1[CH2:6][CH2:7][C@H:8]([C:11]2[O:12][C:13]([Cl:17])=[C:14]([CH3:16])[N:15]=2)[CH2:9][CH2:10]1)=[O:4].